Dataset: NCI-60 drug combinations with 297,098 pairs across 59 cell lines. Task: Regression. Given two drug SMILES strings and cell line genomic features, predict the synergy score measuring deviation from expected non-interaction effect. (1) Drug 1: CN1C2=C(C=C(C=C2)N(CCCl)CCCl)N=C1CCCC(=O)O.Cl. Drug 2: CN(CCCl)CCCl.Cl. Cell line: OVCAR-4. Synergy scores: CSS=-0.836, Synergy_ZIP=2.11, Synergy_Bliss=1.31, Synergy_Loewe=-8.99, Synergy_HSA=-6.88. (2) Drug 1: CCC1(CC2CC(C3=C(CCN(C2)C1)C4=CC=CC=C4N3)(C5=C(C=C6C(=C5)C78CCN9C7C(C=CC9)(C(C(C8N6C)(C(=O)OC)O)OC(=O)C)CC)OC)C(=O)OC)O. Drug 2: B(C(CC(C)C)NC(=O)C(CC1=CC=CC=C1)NC(=O)C2=NC=CN=C2)(O)O. Cell line: UACC62. Synergy scores: CSS=47.6, Synergy_ZIP=-2.88, Synergy_Bliss=-8.68, Synergy_Loewe=-10.1, Synergy_HSA=-6.36. (3) Drug 1: C1C(C(OC1N2C=NC3=C(N=C(N=C32)Cl)N)CO)O. Drug 2: C1=NNC2=C1C(=O)NC=N2. Cell line: TK-10. Synergy scores: CSS=18.0, Synergy_ZIP=-8.26, Synergy_Bliss=-1.26, Synergy_Loewe=-16.1, Synergy_HSA=-1.49. (4) Drug 1: C(CN)CNCCSP(=O)(O)O. Drug 2: C1C(C(OC1N2C=NC3=C2NC=NCC3O)CO)O. Cell line: UACC-257. Synergy scores: CSS=-0.557, Synergy_ZIP=-0.653, Synergy_Bliss=-1.75, Synergy_Loewe=-1.90, Synergy_HSA=-2.11. (5) Drug 1: CN(C)C1=NC(=NC(=N1)N(C)C)N(C)C. Drug 2: CC1=C(C(=CC=C1)Cl)NC(=O)C2=CN=C(S2)NC3=CC(=NC(=N3)C)N4CCN(CC4)CCO. Cell line: TK-10. Synergy scores: CSS=27.9, Synergy_ZIP=2.55, Synergy_Bliss=4.93, Synergy_Loewe=-38.9, Synergy_HSA=0.754. (6) Drug 1: CN1C(=O)N2C=NC(=C2N=N1)C(=O)N. Drug 2: CC1=C(C=C(C=C1)NC(=O)C2=CC=C(C=C2)CN3CCN(CC3)C)NC4=NC=CC(=N4)C5=CN=CC=C5. Cell line: OVCAR-8. Synergy scores: CSS=-0.549, Synergy_ZIP=1.24, Synergy_Bliss=2.15, Synergy_Loewe=-1.38, Synergy_HSA=-0.804.